Task: Predict the reactants needed to synthesize the given product.. Dataset: Full USPTO retrosynthesis dataset with 1.9M reactions from patents (1976-2016) (1) Given the product [NH2:11][CH2:10][C:9]([NH:20][C:21]1[N:26]=[C:25]([N:27]([CH3:40])[C:28]2[CH:33]=[CH:32][N:31]=[C:30]([C:34]3[CH:35]=[CH:36][CH:37]=[CH:38][CH:39]=3)[N:29]=2)[CH:24]=[CH:23][N:22]=1)([CH3:19])[CH3:8], predict the reactants needed to synthesize it. The reactants are: FC(F)(F)C(O)=O.[CH3:8][C:9]([NH:20][C:21]1[N:26]=[C:25]([N:27]([CH3:40])[C:28]2[CH:33]=[CH:32][N:31]=[C:30]([C:34]3[CH:39]=[CH:38][CH:37]=[CH:36][CH:35]=3)[N:29]=2)[CH:24]=[CH:23][N:22]=1)([CH3:19])[CH2:10][NH:11]C(=O)OC(C)(C)C. (2) Given the product [CH3:19][N:18]([CH2:17][C:16]1[N:8]([C:5]2[CH:4]=[CH:3][C:2]([NH:1][C:47]([NH:46][CH2:44][CH3:45])=[O:48])=[CH:7][CH:6]=2)[N:9]=[C:10]2[C:15]=1[C:14](=[O:21])[N:13]([C:22]1[CH:27]=[CH:26][CH:25]=[C:24]([O:28][CH3:29])[C:23]=1[F:30])[C:12](=[O:31])[N:11]2[CH2:32][C:33]1[C:38]([C:39]([F:42])([F:41])[F:40])=[CH:37][CH:36]=[CH:35][C:34]=1[F:43])[CH3:20], predict the reactants needed to synthesize it. The reactants are: [NH2:1][C:2]1[CH:7]=[CH:6][C:5]([N:8]2[C:16]([CH2:17][N:18]([CH3:20])[CH3:19])=[C:15]3[C:10]([N:11]([CH2:32][C:33]4[C:38]([C:39]([F:42])([F:41])[F:40])=[CH:37][CH:36]=[CH:35][C:34]=4[F:43])[C:12](=[O:31])[N:13]([C:22]4[CH:27]=[CH:26][CH:25]=[C:24]([O:28][CH3:29])[C:23]=4[F:30])[C:14]3=[O:21])=[N:9]2)=[CH:4][CH:3]=1.[CH2:44]([N:46]=[C:47]=[O:48])[CH3:45].C(=O)(O)[O-].[Na+]. (3) Given the product [S:1]1[CH:5]=[C:4]([CH:6]([NH:10][C:11]2[CH:16]=[CH:15][CH:14]=[C:13]([F:17])[CH:12]=2)[C:7]([O:9][C@@H:24]2[CH:25]3[CH2:28][CH2:29][N:22]([CH2:27][CH2:26]3)[CH2:23]2)=[O:8])[C:3]2[CH:18]=[CH:19][CH:20]=[CH:21][C:2]1=2, predict the reactants needed to synthesize it. The reactants are: [S:1]1[CH:5]=[C:4]([CH:6]([NH:10][C:11]2[CH:16]=[CH:15][CH:14]=[C:13]([F:17])[CH:12]=2)[C:7]([OH:9])=[O:8])[C:3]2[CH:18]=[CH:19][CH:20]=[CH:21][C:2]1=2.[N:22]12[CH2:29][CH2:28][CH:25]([CH2:26][CH2:27]1)[C@@H:24](O)[CH2:23]2.C1C=CC2N(O)N=NC=2C=1.C1CCC(N=C=NC2CCCCC2)CC1. (4) Given the product [CH3:12][O:11][C:8]1[CH:9]=[CH:10][C:2]([C:21](=[O:22])[CH2:20][O:19][CH3:18])=[C:3]([CH:7]=1)[C:4]([OH:6])=[O:5], predict the reactants needed to synthesize it. The reactants are: Br[C:2]1[CH:10]=[CH:9][C:8]([O:11][CH3:12])=[CH:7][C:3]=1[C:4]([OH:6])=[O:5].C([Li])CCC.[CH3:18][O:19][CH2:20][C:21](N(OC)C)=[O:22]. (5) Given the product [Br:11][C:5]1[O:4][C:3]([C:7]([O:9][CH3:10])=[O:8])=[C:2]([CH3:1])[CH:6]=1, predict the reactants needed to synthesize it. The reactants are: [CH3:1][C:2]1[CH:6]=[CH:5][O:4][C:3]=1[C:7]([O:9][CH3:10])=[O:8].[Br:11]Br.O. (6) Given the product [CH3:2][C@H:1]([C:4]1[CH:9]=[CH:8][N:7]=[CH:6][CH:5]=1)[OH:3], predict the reactants needed to synthesize it. The reactants are: [C:1]([C:4]1[CH:9]=[CH:8][N:7]=[CH:6][CH:5]=1)(=[O:3])[CH3:2]. (7) Given the product [ClH:1].[CH2:6]([C:5]1[N:14]=[C:17]([NH2:18])[NH:16][CH:4]=1)[CH2:7][CH2:8][CH2:9][CH2:10][CH2:11][C:12]#[CH:13], predict the reactants needed to synthesize it. The reactants are: [ClH:1].CO[C:4](=O)[CH:5]([NH2:14])[CH2:6][CH2:7][CH2:8][CH2:9][CH2:10][CH2:11][C:12]#[CH:13].[N:16]#[C:17][NH2:18].